Dataset: Full USPTO retrosynthesis dataset with 1.9M reactions from patents (1976-2016). Task: Predict the reactants needed to synthesize the given product. (1) Given the product [Br:1][C:2]1[C:7]([F:8])=[CH:6][C:5]([O:9][CH2:12][CH2:13][N:14]2[CH2:19][CH2:18][O:17][CH2:16][CH2:15]2)=[C:4]([F:10])[CH:3]=1, predict the reactants needed to synthesize it. The reactants are: [Br:1][C:2]1[C:7]([F:8])=[CH:6][C:5]([OH:9])=[C:4]([F:10])[CH:3]=1.O[CH2:12][CH2:13][N:14]1[CH2:19][CH2:18][O:17][CH2:16][CH2:15]1. (2) Given the product [C:54]([C:58]1[CH:59]=[C:60]([NH:69][C:50]([CH:46]2[C:47]3[C:43](=[CH:42][C:41]([N:34]4[C:35]5=[N:36][CH:37]=[CH:38][CH:39]=[C:40]5[N:32]=[CH:33]4)=[CH:49][CH:48]=3)[C:44](=[O:53])[CH2:45]2)=[O:51])[N:61]([C:63]2[CH:64]=[CH:65][CH:66]=[CH:67][CH:68]=2)[N:62]=1)([CH3:57])([CH3:55])[CH3:56], predict the reactants needed to synthesize it. The reactants are: CN(C(ON1N=NC2C=CC=NC1=2)=[N+](C)C)C.F[P-](F)(F)(F)(F)F.C(N(CC)CC)C.[N:32]1[C:40]2[C:35](=[N:36][CH:37]=[CH:38][CH:39]=2)[N:34]([C:41]2[CH:42]=[C:43]3[C:47](=[CH:48][CH:49]=2)[CH:46]([C:50](O)=[O:51])[CH2:45][C:44]3=[O:53])[CH:33]=1.[C:54]([C:58]1[CH:59]=[C:60]([NH2:69])[N:61]([C:63]2[CH:68]=[CH:67][CH:66]=[CH:65][CH:64]=2)[N:62]=1)([CH3:57])([CH3:56])[CH3:55]. (3) Given the product [CH3:1][N:2]1[C:6]([CH:7]2[O:8][CH2:9][CH2:10][C:11](=[O:13])[CH2:21][CH2:12]2)=[C:5]([N+:14]([O-:16])=[O:15])[CH:4]=[N:3]1.[CH3:1][N:2]1[C:6]([CH:7]2[CH2:12][C:11](=[O:13])[CH2:10][CH2:9][CH2:26][O:8]2)=[C:5]([N+:14]([O-:16])=[O:15])[CH:4]=[N:3]1, predict the reactants needed to synthesize it. The reactants are: [CH3:1][N:2]1[C:6]([CH:7]2[CH2:12][C:11](=[O:13])[CH2:10][CH2:9][O:8]2)=[C:5]([N+:14]([O-:16])=[O:15])[CH:4]=[N:3]1.B(F)(F)F.[CH3:21]COCC.[CH3:26][Si](C=[N+]=[N-])(C)C. (4) The reactants are: [NH2:1][C:2]1[CH:10]=[CH:9][CH:8]=[C:7]2[C:3]=1[CH:4]=[N:5][N:6]2[C:11]([C:20]1[CH:25]=[CH:24][C:23]([Cl:26])=[CH:22][CH:21]=1)([CH2:18][CH3:19])/[CH:12]=[CH:13]/[C:14]([O:16][CH3:17])=[O:15].CN1CCOCC1.[CH3:34][S:35](Cl)(=[O:37])=[O:36]. Given the product [Cl:26][C:23]1[CH:24]=[CH:25][C:20]([C:11]([N:6]2[C:7]3[C:3](=[C:2]([NH:1][S:35]([CH3:34])(=[O:37])=[O:36])[CH:10]=[CH:9][CH:8]=3)[CH:4]=[N:5]2)([CH2:18][CH3:19])/[CH:12]=[CH:13]/[C:14]([O:16][CH3:17])=[O:15])=[CH:21][CH:22]=1, predict the reactants needed to synthesize it. (5) Given the product [Cl:3][C:4]1[C:12]2[N:11]([CH2:27][C:28]([O:30][CH2:31][CH3:32])=[O:29])[C:10]3[CH2:13][CH2:14][N:15]([C:18]([O:20][C:21]([CH3:22])([CH3:24])[CH3:23])=[O:19])[CH2:16][CH2:17][C:9]=3[C:8]=2[CH:7]=[C:6]([Cl:25])[CH:5]=1, predict the reactants needed to synthesize it. The reactants are: [H-].[Na+].[Cl:3][C:4]1[C:12]2[NH:11][C:10]3[CH2:13][CH2:14][N:15]([C:18]([O:20][C:21]([CH3:24])([CH3:23])[CH3:22])=[O:19])[CH2:16][CH2:17][C:9]=3[C:8]=2[CH:7]=[C:6]([Cl:25])[CH:5]=1.Br[CH2:27][C:28]([O:30][CH2:31][CH3:32])=[O:29]. (6) Given the product [CH3:24][N:17]1[CH2:18][CH2:19][C:12]2([C:11](=[O:21])[N:10]([C:7]3[CH:8]=[CH:9][C:4]([O:3][C:2]([F:1])([F:22])[F:23])=[CH:5][CH:6]=3)[CH2:14][CH2:13]2)[CH2:15][C:16]1=[O:20], predict the reactants needed to synthesize it. The reactants are: [F:1][C:2]([F:23])([F:22])[O:3][C:4]1[CH:9]=[CH:8][C:7]([N:10]2[CH2:14][CH2:13][C:12]3([CH2:19][CH2:18][NH:17][C:16](=[O:20])[CH2:15]3)[C:11]2=[O:21])=[CH:6][CH:5]=1.[CH3:24]I. (7) Given the product [Br:1][C:2]1[CH:7]=[CH:6][C:5]([S:8][CH2:13][CH2:14][C:15]([CH3:17])=[CH2:16])=[C:4]([Cl:9])[CH:3]=1, predict the reactants needed to synthesize it. The reactants are: [Br:1][C:2]1[CH:7]=[CH:6][C:5]([SH:8])=[C:4]([Cl:9])[CH:3]=1.P(OC1C=CC=CC=1)(OC1C=CC=CC=1)(O[CH2:13][CH2:14][C:15]([CH3:17])=[CH2:16])=O. (8) Given the product [NH2:20][C:18]1[CH:17]=[N:16][N:15]([CH:8]([CH:9]2[CH2:14][CH2:13][O:12][CH2:11][CH2:10]2)[C:6]2[CH:5]=[CH:4][N:3]=[C:2]([NH2:23])[CH:7]=2)[CH:19]=1, predict the reactants needed to synthesize it. The reactants are: Cl[C:2]1[CH:7]=[C:6]([CH:8]([N:15]2[CH:19]=[C:18]([N+:20]([O-])=O)[CH:17]=[N:16]2)[CH:9]2[CH2:14][CH2:13][O:12][CH2:11][CH2:10]2)[CH:5]=[CH:4][N:3]=1.[NH3:23].O. (9) Given the product [C:1]([O:5][C:6](=[O:20])[NH:7][CH2:8][CH2:9][CH2:10][CH2:11][N:12]([CH2:13][C:14]1[N:15]([CH3:19])[CH:16]=[CH:17][N:18]=1)[CH2:28][C:23]1[C:22]([CH3:21])=[CH:27][CH:26]=[CH:25][N:24]=1)([CH3:4])([CH3:3])[CH3:2], predict the reactants needed to synthesize it. The reactants are: [C:1]([O:5][C:6](=[O:20])[NH:7][CH2:8][CH2:9][CH2:10][CH2:11][NH:12][CH2:13][C:14]1[N:15]([CH3:19])[CH:16]=[CH:17][N:18]=1)([CH3:4])([CH3:3])[CH3:2].[CH3:21][C:22]1[C:23]([CH:28]=O)=[N:24][CH:25]=[CH:26][CH:27]=1. (10) Given the product [ClH:31].[CH:28]1([NH:27][C:20]2[C:19]3[C:24](=[CH:25][CH:26]=[C:17]([C:13]4[CH:14]=[CH:15][CH:16]=[C:11]([CH2:10][N:9]5[CH2:32][CH2:33][CH2:34][S:35]5(=[O:37])=[O:36])[CH:12]=4)[CH:18]=3)[N:23]=[CH:22][N:21]=2)[CH2:29][CH2:30]1, predict the reactants needed to synthesize it. The reactants are: C(=O)([O-])[O-].[K+].[K+].Cl.Cl.[NH2:9][CH2:10][C:11]1[CH:12]=[C:13]([C:17]2[CH:18]=[C:19]3[C:24](=[CH:25][CH:26]=2)[N:23]=[CH:22][N:21]=[C:20]3[NH:27][CH:28]2[CH2:30][CH2:29]2)[CH:14]=[CH:15][CH:16]=1.[Cl:31][CH2:32][CH2:33][CH2:34][S:35](Cl)(=[O:37])=[O:36].[H-].[Na+].Cl.Cl[Si](C)(C)C.